This data is from Forward reaction prediction with 1.9M reactions from USPTO patents (1976-2016). The task is: Predict the product of the given reaction. (1) Given the reactants [Cl:1][C:2]1[CH:3]=[C:4]([CH:14]=[CH:15][CH:16]=1)[CH2:5][C:6]1[O:10][N:9]=[C:8]([C:11]([OH:13])=O)[CH:7]=1.ON1C2C=CC=CC=2N=N1.Cl.C(N=C=NCCCN(C)C)C.C(N(CC)CC)C.[O:46]1[CH2:50][CH2:49][CH:48]([CH2:51][NH2:52])[CH2:47]1, predict the reaction product. The product is: [O:46]1[CH2:50][CH2:49][CH:48]([CH2:51][NH:52][C:11]([C:8]2[CH:7]=[C:6]([CH2:5][C:4]3[CH:14]=[CH:15][CH:16]=[C:2]([Cl:1])[CH:3]=3)[O:10][N:9]=2)=[O:13])[CH2:47]1. (2) Given the reactants Cl[C:2]1[CH:7]=[N:6][CH:5]=[C:4]([O:8][C:9]2[CH:14]=[CH:13][CH:12]=[C:11]([NH:15][C:16](=[O:18])[CH3:17])[CH:10]=2)[N:3]=1.[CH3:19][O:20][C:21]1[CH:22]=[C:23]([CH:25]=[C:26]([O:30][CH3:31])[C:27]=1[O:28][CH3:29])[NH2:24], predict the reaction product. The product is: [CH3:31][O:30][C:26]1[CH:25]=[C:23]([NH:24][C:2]2[CH:7]=[N:6][CH:5]=[C:4]([O:8][C:9]3[CH:14]=[CH:13][CH:12]=[C:11]([NH:15][C:16](=[O:18])[CH3:17])[CH:10]=3)[N:3]=2)[CH:22]=[C:21]([O:20][CH3:19])[C:27]=1[O:28][CH3:29]. (3) Given the reactants [F:1][C:2]([F:15])([F:14])[C:3]1[CH:8]=[CH:7][C:6]([CH:9](O)[CH2:10][CH2:11][CH3:12])=[CH:5][CH:4]=1.C1(P([N:30]=[N+:31]=[N-:32])(C2C=CC=CC=2)=O)C=CC=CC=1.C1CCN2C(=NCCC2)CC1, predict the reaction product. The product is: [N:30]([CH:9]([C:6]1[CH:7]=[CH:8][C:3]([C:2]([F:15])([F:14])[F:1])=[CH:4][CH:5]=1)[CH2:10][CH2:11][CH3:12])=[N+:31]=[N-:32]. (4) Given the reactants [Br:1][C:2]1[CH:3]=[C:4]([CH2:8][C:9](O)=[O:10])[CH:5]=[CH:6][CH:7]=1.B.C1COCC1, predict the reaction product. The product is: [Br:1][C:2]1[CH:3]=[C:4]([CH2:8][CH2:9][OH:10])[CH:5]=[CH:6][CH:7]=1. (5) Given the reactants [S:1](F)(=[O:10])([C:3]1[CH:8]=[CH:7][C:6]([NH2:9])=[CH:5][CH:4]=1)=[O:2].[CH:12]([NH:15][CH2:16][CH2:17][CH2:18][NH2:19])([CH3:14])[CH3:13].C(N(CC)CC)C, predict the reaction product. The product is: [CH:12]([NH:15][CH2:16][CH2:17][CH2:18][NH:19][S:1]([C:3]1[CH:8]=[CH:7][C:6]([NH2:9])=[CH:5][CH:4]=1)(=[O:10])=[O:2])([CH3:14])[CH3:13].